From a dataset of Catalyst prediction with 721,799 reactions and 888 catalyst types from USPTO. Predict which catalyst facilitates the given reaction. (1) Reactant: [CH3:1][O:2][C:3](=[O:15])[C:4]1[CH:9]=[CH:8][C:7]([OH:10])=[CH:6][C:5]=1[C:11]([F:14])([F:13])[F:12].[Na+].[I-].C([O-])([O-])=O.[K+].[K+].Br[CH2:25][CH:26]1[CH2:28][CH2:27]1. Product: [CH3:1][O:2][C:3](=[O:15])[C:4]1[CH:9]=[CH:8][C:7]([O:10][CH2:25][CH:26]2[CH2:28][CH2:27]2)=[CH:6][C:5]=1[C:11]([F:13])([F:12])[F:14]. The catalyst class is: 21. (2) Reactant: CC[N+](S(N=C(OC)[O-])(=O)=O)(CC)CC.[N:16]1([C:22]([N:24]2[CH2:29][CH:28]([C:30]3[CH:35]=[CH:34][C:33]([C:36]([F:39])([F:38])[F:37])=[CH:32][CH:31]=3)[CH2:27][CH:26]([C:40]([NH2:42])=O)[CH2:25]2)=[O:23])[CH2:21][CH2:20][O:19][CH2:18][CH2:17]1. Product: [N:16]1([C:22]([N:24]2[CH2:29][CH:28]([C:30]3[CH:35]=[CH:34][C:33]([C:36]([F:37])([F:38])[F:39])=[CH:32][CH:31]=3)[CH2:27][CH:26]([C:40]#[N:42])[CH2:25]2)=[O:23])[CH2:21][CH2:20][O:19][CH2:18][CH2:17]1. The catalyst class is: 7. (3) Reactant: [NH2:1][C:2]1[CH:9]=[CH:8][C:7]([CH:10]([CH3:12])[CH3:11])=[CH:6][C:3]=1[C:4]#[N:5].F[C:14]1[CH:19]=[CH:18][C:17]([F:20])=[CH:16][C:15]=1[N+:21]([O-:23])=[O:22].O.[OH-].[Li+]. Product: [F:20][C:17]1[CH:18]=[CH:19][C:14]([NH:1][C:2]2[CH:9]=[CH:8][C:7]([CH:10]([CH3:12])[CH3:11])=[CH:6][C:3]=2[C:4]#[N:5])=[C:15]([N+:21]([O-:23])=[O:22])[CH:16]=1. The catalyst class is: 16. (4) Reactant: N1([C:10]([CH:12]2[CH2:17][C:16]([CH3:19])([CH3:18])[O:15][C:14]([CH3:21])([CH3:20])[CH2:13]2)=[O:11])C2C=CC=CC=2N=N1.CCOCC.[Mg+2].[Br-].[Br-].[C:30]([S:33][C:34]1[CH:39]=[CH:38][CH:37]=[CH:36][CH:35]=1)(=[O:32])[CH3:31].CCN(C(C)C)C(C)C. Product: [C:34]1([S:33][C:30](=[O:32])[CH2:31][C:10](=[O:11])[CH:12]2[CH2:13][C:14]([CH3:20])([CH3:21])[O:15][C:16]([CH3:18])([CH3:19])[CH2:17]2)[CH:39]=[CH:38][CH:37]=[CH:36][CH:35]=1. The catalyst class is: 2. (5) Reactant: [F:1][C:2]([F:52])([F:51])[C:3]1[CH:4]=[C:5]([CH:44]=[C:45]([C:47]([F:50])([F:49])[F:48])[CH:46]=1)[CH2:6][N:7]([CH2:20][C:21]1[CH:26]=[C:25]([C:27]([F:30])([F:29])[F:28])[CH:24]=[CH:23][C:22]=1[N:31]([CH2:42][CH3:43])C(=O)OCC1C=CC=CC=1)[C:8]1[N:13]=[CH:12][C:11]([N:14]2[CH2:19][CH2:18][O:17][CH2:16][CH2:15]2)=[CH:10][N:9]=1. Product: [F:50][C:47]([F:48])([F:49])[C:45]1[CH:44]=[C:5]([CH:4]=[C:3]([C:2]([F:1])([F:52])[F:51])[CH:46]=1)[CH2:6][N:7]([CH2:20][C:21]1[CH:26]=[C:25]([C:27]([F:30])([F:29])[F:28])[CH:24]=[CH:23][C:22]=1[NH:31][CH2:42][CH3:43])[C:8]1[N:13]=[CH:12][C:11]([N:14]2[CH2:15][CH2:16][O:17][CH2:18][CH2:19]2)=[CH:10][N:9]=1. The catalyst class is: 178. (6) Reactant: Cl.[CH3:2][N:3]([CH3:12])[CH2:4][CH2:5][CH2:6][N:7]=[C:8]=[N:9][CH2:10][CH3:11].O.ON1C2C=CC=CC=2N=N1.CCN(C(C)C)C(C)C. Product: [CH3:11][CH2:10][N:9]=[C:8]=[N:7][CH2:6][CH2:5][CH2:4][N:3]([CH3:12])[CH3:2]. The catalyst class is: 59. (7) Product: [O:18]1[C:17]2[CH:21]=[CH:22][C:14]([C:13]3[C:9]([O:8][CH2:7][CH2:6][OH:5])=[N:10][N:11]([CH2:50][C:51]4[CH:52]=[CH:53][CH:54]=[CH:55][CH:56]=4)[C:12]=3[NH:23][S:24]([C:27]3[CH:28]=[CH:29][C:30]([C:33]([CH3:36])([CH3:34])[CH3:35])=[CH:31][CH:32]=3)(=[O:26])=[O:25])=[CH:15][C:16]=2[O:20][CH2:19]1. Reactant: [Na].C([O:5][CH2:6][CH2:7][O:8][C:9]1[C:13]([C:14]2[CH:22]=[CH:21][C:17]3[O:18][CH2:19][O:20][C:16]=3[CH:15]=2)=[C:12]([N:23](S(C2C=CC(C(C)(C)C)=CC=2)(=O)=O)[S:24]([C:27]2[CH:32]=[CH:31][C:30]([C:33]([CH3:36])([CH3:35])[CH3:34])=[CH:29][CH:28]=2)(=[O:26])=[O:25])[N:11]([CH2:50][C:51]2[CH:56]=[CH:55][CH:54]=[CH:53][CH:52]=2)[N:10]=1)(=O)C.Cl. The catalyst class is: 40. (8) Product: [C:1]([CH2:3][CH2:4][C@H:5]1[C:17]2[C:16]3[C:15]([O:18][CH:19]4[CH2:24][CH2:23][CH:22]([NH:25][C:26](=[O:32])[O:27][C:28]([CH3:29])([CH3:31])[CH3:30])[CH2:21][CH2:20]4)=[N:14][CH:13]=[N:12][C:11]=3[S:10][C:9]=2[CH2:8][CH2:7][CH2:6]1)(=[O:33])[NH2:2]. Reactant: [C:1]([CH2:3][CH2:4][C@H:5]1[C:17]2[C:16]3[C:15]([O:18][CH:19]4[CH2:24][CH2:23][CH:22]([NH:25][C:26](=[O:32])[O:27][C:28]([CH3:31])([CH3:30])[CH3:29])[CH2:21][CH2:20]4)=[N:14][CH:13]=[N:12][C:11]=3[S:10][C:9]=2[CH2:8][CH2:7][CH2:6]1)#[N:2].[OH:33][Li].O.OO. The catalyst class is: 5.